Dataset: Forward reaction prediction with 1.9M reactions from USPTO patents (1976-2016). Task: Predict the product of the given reaction. (1) Given the reactants [CH2:1]([C:8]1[C:13](=[O:14])[N:12]2[CH2:15][CH2:16][CH2:17][CH2:18][C:11]2=[N:10][C:9]=1[CH:19](O)[CH2:20][CH3:21])[C:2]1[CH:7]=[CH:6][CH:5]=[CH:4][CH:3]=1.N1C(C)=CC=CC=1C.FC(F)(F)C(OC(=O)C(F)(F)F)=O.[CH3:44][N:45]([CH3:49])[CH2:46][CH2:47][NH2:48].C(N(C(C)C)CC)(C)C, predict the reaction product. The product is: [CH2:1]([C:8]1[C:13](=[O:14])[N:12]2[CH2:15][CH2:16][CH2:17][CH2:18][C:11]2=[N:10][C:9]=1[CH:19]([NH:48][CH2:47][CH2:46][N:45]([CH3:49])[CH3:44])[CH2:20][CH3:21])[C:2]1[CH:7]=[CH:6][CH:5]=[CH:4][CH:3]=1. (2) Given the reactants Cl[S:2]([C:5]1[C:13]2[C:8](=[CH:9][CH:10]=[C:11]([F:14])[CH:12]=2)[N:7]([S:15]([C:18]2[CH:23]=[CH:22][CH:21]=[CH:20][CH:19]=2)(=[O:17])=[O:16])[C:6]=1[C:24]([O:26][CH2:27][CH3:28])=[O:25])(=[O:4])=[O:3].C([N:31]([CH2:34]C)[CH2:32][CH3:33])C.C[CH2:37][O:38][C:39]([CH3:41])=O, predict the reaction product. The product is: [F:14][C:11]1[CH:12]=[C:13]2[C:8](=[CH:9][CH:10]=1)[N:7]([S:15]([C:18]1[CH:23]=[CH:22][CH:21]=[CH:20][CH:19]=1)(=[O:17])=[O:16])[C:6]([C:24]([O:26][CH2:27][CH3:28])=[O:25])=[C:5]2[S:2]([N:31]([CH2:32][CH2:33][NH:7][S:15]([C:18]1[CH:23]=[CH:41][C:39]([O:38][CH3:37])=[CH:20][CH:19]=1)(=[O:17])=[O:16])[CH3:34])(=[O:4])=[O:3]. (3) Given the reactants N1C2C(=CC=CC=2O)C=CC=1.Br[C:13]1[C:14]([NH2:20])=[N:15][CH:16]=[C:17]([Br:19])[N:18]=1.O.P([O-])([O-])([O-])=O.[K+].[K+].[K+].[C:30]([O:34][C:35](=[O:42])[NH:36][C:37]([CH3:41])([CH3:40])[CH2:38][OH:39])([CH3:33])([CH3:32])[CH3:31], predict the reaction product. The product is: [C:30]([O:34][C:35](=[O:42])[NH:36][C:37]([CH3:41])([CH3:40])[CH2:38][O:39][C:13]1[C:14]([NH2:20])=[N:15][CH:16]=[C:17]([Br:19])[N:18]=1)([CH3:33])([CH3:31])[CH3:32]. (4) The product is: [N:32]1([OH:34])[C:15]2[C:16](=[CH:17][CH:12]=[CH:13][CH:14]=2)[CH:18]=[CH:19]1. Given the reactants CS(N1CCN(C[C:12]2[CH:13]=[CH:14][C:15]([N+:32]([O-:34])=O)=[C:16](/[CH:18]=[CH:19]/C3C(OC)=NC4C(C=3)=CC=CC=4)[CH:17]=2)CC1)(=O)=O, predict the reaction product. (5) The product is: [Cl:15][C:16]1[N:20]([CH2:21][CH:22]2[CH2:23][CH2:24]2)[N:19]=[CH:18][C:17]=1[C:25]1[N:30]=[C:29]([NH:31][C:2]2[N:7]=[CH:6][C:5]3[N:8]=[C:9]([CH3:14])[N:10]([CH:11]([CH3:13])[CH3:12])[C:4]=3[CH:3]=2)[CH:28]=[CH:27][N:26]=1. Given the reactants Br[C:2]1[N:7]=[CH:6][C:5]2[N:8]=[C:9]([CH3:14])[N:10]([CH:11]([CH3:13])[CH3:12])[C:4]=2[CH:3]=1.[Cl:15][C:16]1[N:20]([CH2:21][CH:22]2[CH2:24][CH2:23]2)[N:19]=[CH:18][C:17]=1[C:25]1[N:30]=[C:29]([NH2:31])[CH:28]=[CH:27][N:26]=1.C(=O)([O-])[O-].[Cs+].[Cs+].C1(P(C2CCCCC2)C2C=CC=CC=2C2C(C(C)C)=CC(C(C)C)=CC=2C(C)C)CCCCC1, predict the reaction product. (6) Given the reactants [CH3:1][C:2]1([CH3:10])[CH2:7][CH2:6][C:5](=[N:8]O)[CH2:4][CH2:3]1.Cl, predict the reaction product. The product is: [CH3:1][C:2]1([CH3:10])[CH2:7][CH2:6][CH:5]([NH2:8])[CH2:4][CH2:3]1.